This data is from Full USPTO retrosynthesis dataset with 1.9M reactions from patents (1976-2016). The task is: Predict the reactants needed to synthesize the given product. (1) Given the product [CH3:40][C@@H:30]1[CH2:29][CH2:28][C@@H:27]([C:25]2[O:26][C:14]3[CH:19]=[CH:18][C:17]([C:20]([F:22])([F:23])[F:21])=[CH:16][C:15]=3[N:24]=2)[CH2:32][N:31]1[C:33]([O:35][C:36]([CH3:37])([CH3:39])[CH3:38])=[O:34], predict the reactants needed to synthesize it. The reactants are: CCOC(/N=N/C(OCC)=O)=O.O[C:14]1[CH:19]=[CH:18][C:17]([C:20]([F:23])([F:22])[F:21])=[CH:16][C:15]=1[NH:24][C:25]([C@H:27]1[CH2:32][N:31]([C:33]([O:35][C:36]([CH3:39])([CH3:38])[CH3:37])=[O:34])[C@H:30]([CH3:40])[CH2:29][CH2:28]1)=[O:26].C1C=CC(P(C2C=CC=CC=2)C2C=CC=CC=2)=CC=1. (2) Given the product [CH3:32][N:33]([CH3:34])[C:14]1[N:19]=[CH:18][C:17]([C:20]2[O:21][C:22]3[C:28]([C:29]([OH:31])=[O:30])=[CH:27][CH:26]=[CH:25][C:23]=3[N:24]=2)=[CH:16][N:15]=1, predict the reactants needed to synthesize it. The reactants are: ClC1C=CC=C(C(OO)=O)C=1.CS[C:14]1[N:19]=[CH:18][C:17]([C:20]2[O:21][C:22]3[C:28]([C:29]([OH:31])=[O:30])=[CH:27][CH:26]=[CH:25][C:23]=3[N:24]=2)=[CH:16][N:15]=1.[CH3:32][NH:33][CH3:34].O. (3) Given the product [CH3:41][N:36]([CH2:35][C:33]1[N:34]=[C:8]([NH:12][C:13]([C:15]2[CH:16]=[CH:17][C:18]3[CH:19]=[C:20]4[C:27](=[O:28])[NH:26][CH2:25][CH2:24][N:21]4[C:22]=3[CH:23]=2)=[O:14])[S:31][CH:32]=1)[C:37](=[O:40])[CH:38]=[CH2:39], predict the reactants needed to synthesize it. The reactants are: C(NC1C=[C:8]([NH:12][C:13]([C:15]2[CH:16]=[CH:17][C:18]3[CH:19]=[C:20]4[C:27](=[O:28])[NH:26][CH2:25][CH2:24][N:21]4[C:22]=3[CH:23]=2)=[O:14])C=CC=1)(=O)C=C.NC1[S:31][CH:32]=[C:33]([CH2:35][N:36]([CH3:41])[C:37](=[O:40])[CH:38]=[CH2:39])[N:34]=1. (4) Given the product [F:29][C:24]1[CH:23]=[C:22]([CH:27]=[C:26]([F:28])[CH:25]=1)[CH2:21][NH:20][C:18]([N:15]1[CH2:16][CH2:17][CH:12]([NH:11][C:10]2[CH:9]=[CH:8][C:7]([CH2:6][CH2:5][NH:4][CH2:60][C@H:58]([OH:59])[CH2:57][O:56][C:53]3[CH:54]=[CH:55][C:50]([OH:49])=[CH:51][CH:52]=3)=[CH:31][CH:30]=2)[CH2:13][CH2:14]1)=[O:19], predict the reactants needed to synthesize it. The reactants are: C(N)=O.[NH2:4][CH2:5][CH2:6][C:7]1[CH:31]=[CH:30][C:10]([NH:11][CH:12]2[CH2:17][CH2:16][N:15]([C:18]([NH:20][CH2:21][C:22]3[CH:27]=[C:26]([F:28])[CH:25]=[C:24]([F:29])[CH:23]=3)=[O:19])[CH2:14][CH2:13]2)=[CH:9][CH:8]=1.C([Si]([O:49][C:50]1[CH:55]=[CH:54][C:53]([O:56][CH2:57][CH:58]2[CH2:60][O:59]2)=[CH:52][CH:51]=1)(C1C=CC=CC=1)C1C=CC=CC=1)(C)(C)C. (5) Given the product [CH3:9][O:10][C:11]1[CH:12]=[CH:13][C:14]([C:25]([F:28])([F:26])[F:27])=[C:15]([C:17]2[CH:22]=[CH:21][N:20]=[C:19]([C:23](=[N:7][OH:8])[NH2:24])[CH:18]=2)[CH:16]=1, predict the reactants needed to synthesize it. The reactants are: C(=O)([O-])O.[Na+].Cl.[NH2:7][OH:8].[CH3:9][O:10][C:11]1[CH:12]=[CH:13][C:14]([C:25]([F:28])([F:27])[F:26])=[C:15]([C:17]2[CH:22]=[CH:21][N:20]=[C:19]([C:23]#[N:24])[CH:18]=2)[CH:16]=1. (6) Given the product [NH2:1][C:2]1[C:3]([OH:16])=[C:4]([C:8]2[CH:9]=[C:10]([C:13]([OH:15])=[O:14])[NH:11][CH:12]=2)[CH:5]=[CH:6][CH:7]=1, predict the reactants needed to synthesize it. The reactants are: [NH2:1][C:2]1[C:3]([O:16]C)=[C:4]([C:8]2[CH:9]=[C:10]([C:13]([OH:15])=[O:14])[NH:11][CH:12]=2)[CH:5]=[CH:6][CH:7]=1.B(Br)(Br)Br.